Dataset: Full USPTO retrosynthesis dataset with 1.9M reactions from patents (1976-2016). Task: Predict the reactants needed to synthesize the given product. (1) The reactants are: [CH2:1]([NH:5][C:6]1[CH:11]=[C:10]([NH:12]C(C)=O)[CH:9]=[CH:8][C:7]=1[N+:16]([O-:18])=[O:17])[CH:2]([CH3:4])[CH3:3].Cl. Given the product [CH2:1]([NH:5][C:6]1[CH:11]=[C:10]([NH2:12])[CH:9]=[CH:8][C:7]=1[N+:16]([O-:18])=[O:17])[CH:2]([CH3:4])[CH3:3], predict the reactants needed to synthesize it. (2) Given the product [ClH:1].[CH3:18][N:11]1[CH2:10][CH2:9][CH:8]([C:2]2[CH:7]=[CH:6][CH:5]=[CH:4][CH:3]=2)[CH2:13][CH2:12]1, predict the reactants needed to synthesize it. The reactants are: [ClH:1].[C:2]1([CH:8]2[CH2:13][CH2:12][NH:11][CH2:10][CH2:9]2)[CH:7]=[CH:6][CH:5]=[CH:4][CH:3]=1.C=O.[BH-](OC(C)=O)(OC(C)=O)O[C:18](C)=O.[Na+].CC(O)=O.C([O-])(O)=O.[Na+]. (3) Given the product [CH3:14][O:15][C:16]([C:17]1[C:18]([C:20]2[CH:21]=[CH:22][C:23]([F:26])=[CH:24][CH:25]=2)([CH3:19])[N:7]=[C:6]([C:2]2[S:1][CH:5]=[CH:4][N:3]=2)[NH:8][C:27]=1[CH3:28])=[O:30], predict the reactants needed to synthesize it. The reactants are: [S:1]1[CH:5]=[CH:4][N:3]=[C:2]1[C:6]([NH2:8])=[NH:7].C([O-])(O)=O.[Na+].[CH3:14][O:15][C:16](=[O:30])/[C:17](/[C:27](=O)[CH3:28])=[C:18](/[C:20]1[CH:25]=[CH:24][C:23]([F:26])=[CH:22][CH:21]=1)\[CH3:19].CCOC(C)=O. (4) Given the product [Br:1][C:2]1[C:7]2[C:6]([C:5]([CH3:11])=[CH:4][CH:3]=1)=[N:14][N:13]1[C:23]([CH:25]3[CH2:30][CH2:29][N:28]([C:31]([O:33][C:34]([CH3:35])([CH3:37])[CH3:36])=[O:32])[CH2:27][CH2:26]3)=[CH:19][C:18](=[O:12])[NH:9][C:8]=21, predict the reactants needed to synthesize it. The reactants are: [Br:1][C:2]1[C:7]([C:8]#[N:9])=[C:6](F)[C:5]([CH3:11])=[CH:4][CH:3]=1.[OH2:12].[NH2:13][NH2:14].CC1(C)OC(=O)[CH:19]([C:23]([CH:25]2[CH2:30][CH2:29][N:28]([C:31]([O:33][C:34]([CH3:37])([CH3:36])[CH3:35])=[O:32])[CH2:27][CH2:26]2)=O)[C:18](=O)O1.P([O-])([O-])([O-])=O.[K+].[K+].[K+].